This data is from Experimentally validated miRNA-target interactions with 360,000+ pairs, plus equal number of negative samples. The task is: Binary Classification. Given a miRNA mature sequence and a target amino acid sequence, predict their likelihood of interaction. (1) The miRNA is hsa-miR-5587-5p with sequence AUGGUCACCUCCGGGACU. The protein sequence of the target gene is MNLPRAERPRSTPQRSLRDSDGEDGKIDVLGEEEDEDEVEDEEEEARQQFLEQSLQPGLQVARWGGVALPREHIEGGGGPSDPSEFGTKFRAPPRSAAASEDARQPAKPPYSYIALITMAILQNPHKRLTLSGICAFISGRFPYYRRKFPAWQNSIRHNLSLNDCFVKIPREPGHPGKGNYWSLDPASQDMFDNGSFLRRRKRFKRHQLTPGAHLPHPFPLPAAHAALHNPHPGPLLGAPAPPQPVPGAYPNTAPGRRPYALLHPHPLRYLLLSARVYAGAPKKAEGADLATPAPFPCCS.... Result: 0 (no interaction). (2) The miRNA is hsa-miR-4699-5p with sequence AGAAGAUUGCAGAGUAAGUUCC. The protein sequence of the target gene is MGNEASLEGEGLPEGLAAAAGGAGGSGSALHPGIPAGMEADLSQLSEEERRQIAAVMSRAQGLPKGSVPAAAAESPSMHRKQELDSSQAPQQPGKPPDPGRPPQHGLSKSRTTDTFRSEQKLPGRSPSTISLKESKSRTDFKEEYKSSMMPGFFSDVNPLSAVSSVVNKFNPFDLISDSEAVQEETTKKQKVAQKDQGKSEGITKPSLQQPSPKLIPKQQGPGKEVIPQDIPSKSVSSQQAEKTKPQAPGTAKPSQQSPAQTPAQQAKPVAQQPGPAKATVQQPGPAKSPAQPAGTGKSP.... Result: 0 (no interaction). (3) The miRNA is hsa-miR-6509-5p with sequence AUUAGGUAGUGGCAGUGGAAC. The protein sequence of the target gene is MEVYIPSFRHEDSDLERGYTVFKIEVLMNGRKHFVEKRYSEFHALHKKLKKCIKTPEIPSKHVRNWVPKVLEQRRQGLETYLQAVILENEELPKLFLDFLNVRHLPSLPKAESCGSFDETESEESSKLSHQPVLLFLGDPYVLPAASDFPNVVIEGVLHGIFFSHLQPR. Result: 0 (no interaction). (4) The miRNA is hsa-miR-4260 with sequence CUUGGGGCAUGGAGUCCCA. The protein sequence of the target gene is MAGAKAYRLGAVLLLIHLIFLISGAEAASFQRNQLLQKEPDLRLENVQKFPSPEMIRALEYIEKLRQQAHREESSPDYNPYQGVSVPLQLKENGEESHLAESSRDALSEDEWMRIILEALRQAENEPPSAPKENKPYALNLEKNFPVDTPDDYETQQWPERKLKHMRFPLMYEENSRENPFKRTNEIVEEQYTPQSLATLESVFQELGKLTGPSNQKRERVDEEQKLYTDDEDDVYKTNNIAYEDVVGGEDWSPIEEKIETQTQEEVRDSKENTEKNEQINEEMKRSGQLGLPDEENRRE.... Result: 0 (no interaction). (5) The miRNA is hsa-miR-9-5p with sequence UCUUUGGUUAUCUAGCUGUAUGA. The protein sequence of the target gene is MELISPTVIIILGCLALFLLLQRKNLRRPPCIKGWIPWIGVGFEFGKAPLEFIEKARIKYGPIFTVFAMGNRMTFVTEEEGINVFLKSKKVDFELAVQNIVYRTASIPKNVFLALHEKLYIMLKGKMGTVNLHQFTGQLTEELHEQLENLGTHGTMDLNNLVRHLLYPVTVNMLFNKSLFSTNKKKIKEFHQYFQVYDEDFEYGSQLPECLLRNWSKSKKWFLELFEKNIPDIKACKSAKDNSMTLLQATLDIVETETSKENSPNYGLLLLWASLSNAVPVAFWTLAYVLSHPDIHKAIM.... Result: 1 (interaction). (6) The miRNA is hsa-miR-3664-5p with sequence AACUCUGUCUUCACUCAUGAGU. The protein sequence of the target gene is MSEVLPYGDEKLSPYGDGGDVGQIFSCRLQDTNNFFGAGQNKRPPKLGQIGRSKRVVIEDDRIDDVLKNMTDKAPPGV. Result: 0 (no interaction).